Predict which catalyst facilitates the given reaction. From a dataset of Catalyst prediction with 721,799 reactions and 888 catalyst types from USPTO. (1) Reactant: [CH3:1][C:2]1[N:6]([C:7]2[CH:8]=[C:9]([CH2:17]O)[CH:10]=[C:11]([C:13]([F:16])([F:15])[F:14])[CH:12]=2)[N:5]=[N:4][N:3]=1.C1(P(C2C=CC=CC=2)C2C=CC=CC=2)C=CC=CC=1.C1C(=O)N([Br:45])C(=O)C1.O. Product: [Br:45][CH2:17][C:9]1[CH:8]=[C:7]([N:6]2[C:2]([CH3:1])=[N:3][N:4]=[N:5]2)[CH:12]=[C:11]([C:13]([F:16])([F:15])[F:14])[CH:10]=1. The catalyst class is: 4. (2) Reactant: C([Si](C)(C)[O:6][C@H:7]1[CH2:12][CH2:11][CH2:10][C@H:9]([NH:13][CH2:14][CH2:15][C:16]2[CH:31]=[CH:30][C:19]([O:20][C:21]3[CH:29]=[CH:28][C:24]([C:25]([NH2:27])=[O:26])=[CH:23][N:22]=3)=[CH:18][CH:17]=2)[CH2:8]1)(C)(C)C.[F-].CCCC[N+](CCCC)(CCCC)CCCC.[F-]. Product: [OH:6][C@H:7]1[CH2:12][CH2:11][CH2:10][C@H:9]([NH:13][CH2:14][CH2:15][C:16]2[CH:31]=[CH:30][C:19]([O:20][C:21]3[CH:29]=[CH:28][C:24]([C:25]([NH2:27])=[O:26])=[CH:23][N:22]=3)=[CH:18][CH:17]=2)[CH2:8]1. The catalyst class is: 1. (3) Reactant: [CH3:1][C:2]1([CH3:9])[O:6][CH:5]([CH2:7][OH:8])[CH2:4][O:3]1.Cl[CH2:11][C:12]([O:14][C:15]1[C:28]2[C:19](=[N+:20]([O-:35])[C:21]3[C:26]([N+:27]=2[O-:29])=[CH:25][CH:24]=[CH:23][C:22]=3[O:30][C:31](=[O:34])[CH2:32]Cl)[CH:18]=[CH:17][CH:16]=1)=[O:13]. Product: [CH3:1][C:2]1([CH3:9])[O:6][CH:5]([CH2:7][O:8][CH2:11][C:12]([O:14][C:15]2[C:28]3[C:19](=[N+:20]([O-:35])[C:21]4[C:26]([N+:27]=3[O-:29])=[CH:25][CH:24]=[CH:23][C:22]=4[O:30][C:31](=[O:34])[CH2:32][O:8][CH2:7][CH:5]3[CH2:4][O:3][C:2]([CH3:9])([CH3:1])[O:6]3)[CH:18]=[CH:17][CH:16]=2)=[O:13])[CH2:4][O:3]1. The catalyst class is: 1. (4) Reactant: [OH-].[Na+].[CH:3]1([C:6]2[O:7][CH:8]=[C:9]([C:11]3([C:14]([O:16]CC)=[O:15])[CH2:13][CH2:12]3)[N:10]=2)[CH2:5][CH2:4]1.Cl. Product: [CH:3]1([C:6]2[O:7][CH:8]=[C:9]([C:11]3([C:14]([OH:16])=[O:15])[CH2:13][CH2:12]3)[N:10]=2)[CH2:4][CH2:5]1. The catalyst class is: 30.